Dataset: Forward reaction prediction with 1.9M reactions from USPTO patents (1976-2016). Task: Predict the product of the given reaction. (1) Given the reactants [Cl:1][C:2]1[C:7]([Cl:8])=[CH:6][CH:5]=[CH:4][C:3]=1[S:9]([NH:12][C:13]1[C:18]([O:19][CH3:20])=[N:17][C:16]([Cl:21])=[C:15]([Cl:22])[N:14]=1)(=[O:11])=[O:10].[CH2:23](N([CH2:28][CH3:29])CC)C.[CH3:30][Si:31]([CH3:38])([CH3:37])[CH2:32][CH2:33][O:34][CH2:35]Cl.O, predict the reaction product. The product is: [C:18]([O:19][CH2:28][CH3:29])(=[O:34])[CH3:13].[CH3:4][CH2:5][CH2:6][CH:7]([CH3:2])[CH3:23].[Cl:1][C:2]1[C:7]([Cl:8])=[CH:6][CH:5]=[CH:4][C:3]=1[S:9]([N:12]([C:13]1[C:18]([O:19][CH3:20])=[N:17][C:16]([Cl:21])=[C:15]([Cl:22])[N:14]=1)[CH2:35][O:34][CH2:33][CH2:32][Si:31]([CH3:38])([CH3:37])[CH3:30])(=[O:10])=[O:11]. (2) Given the reactants [C:1]([N:9]1[CH2:12][CH:11]([NH:13][C:14]2[CH:23]=[CH:22][N:21]=[C:20]3[C:15]=2[C:16]2[CH:28]=[CH:27][CH:26]=[CH:25][C:17]=2[C:18](=[O:24])[NH:19]3)[CH2:10]1)(=O)C1C=CC=CC=1.C([O-])([O-])=O.[K+].[K+].ClC[C:37]([NH:39][C:40]1[CH:45]=[CH:44][CH:43]=[CH:42][CH:41]=1)=[O:38], predict the reaction product. The product is: [O:24]=[C:18]1[C:17]2[CH:25]=[CH:26][CH:27]=[CH:28][C:16]=2[C:15]2[C:20](=[N:21][CH:22]=[CH:23][C:14]=2[NH:13][CH:11]2[CH2:10][N:9]([CH2:1][C:37]([NH:39][C:40]3[CH:45]=[CH:44][CH:43]=[CH:42][CH:41]=3)=[O:38])[CH2:12]2)[NH:19]1.